This data is from Catalyst prediction with 721,799 reactions and 888 catalyst types from USPTO. The task is: Predict which catalyst facilitates the given reaction. (1) Reactant: [O:1]1[CH:6]=[CH:5][CH2:4][CH2:3][CH:2]1[CH2:7][OH:8].[C:9](OC(=O)C)(=[O:11])[CH3:10].N1C=CC=CC=1.II. Product: [C:9]([O:8][CH2:7][CH:2]1[CH2:3][CH2:4][CH:5]=[CH:6][O:1]1)(=[O:11])[CH3:10]. The catalyst class is: 13. (2) Reactant: C([O:3][C:4](=O)[CH:5]([C:7]1[N:8]=[C:9]([C:14]2[CH:19]=[CH:18][C:17]([C:20]([F:23])([F:22])[F:21])=[CH:16][CH:15]=2)[S:10][C:11]=1[CH2:12][CH3:13])[CH3:6])C.[H-].[Al+3].[Li+].[H-].[H-].[H-]. Product: [CH2:12]([C:11]1[S:10][C:9]([C:14]2[CH:15]=[CH:16][C:17]([C:20]([F:23])([F:22])[F:21])=[CH:18][CH:19]=2)=[N:8][C:7]=1[CH:5]([CH3:6])[CH2:4][OH:3])[CH3:13]. The catalyst class is: 7. (3) Reactant: [NH:1]1[C:9]2[C:4](=[CH:5][CH:6]=[CH:7][CH:8]=2)[CH:3]=[N:2]1.[H-].[Na+].[F:12][C:13]1[CH:18]=[C:17]([F:19])[CH:16]=[CH:15][C:14]=1[C:20]1([CH2:23][N:24]2[CH:28]=[N:27][CH:26]=[N:25]2)[CH2:22][O:21]1. Product: [F:12][C:13]1[CH:18]=[C:17]([F:19])[CH:16]=[CH:15][C:14]=1[C:20]([OH:21])([CH2:23][N:24]1[CH:28]=[N:27][CH:26]=[N:25]1)[CH2:22][N:1]1[C:9]2[C:4](=[CH:5][CH:6]=[CH:7][CH:8]=2)[CH:3]=[N:2]1. The catalyst class is: 9. (4) Reactant: [Cl:1][C:2]1[CH:8]=[CH:7][C:5]([NH2:6])=[CH:4][C:3]=1[C:9]([F:12])([F:11])[F:10].C([O-])([O-])=O.[K+].[K+].Cl[C:20]([O:22][C:23]1[CH:28]=[CH:27][CH:26]=[CH:25][CH:24]=1)=[O:21]. Product: [C:23]1([O:22][C:20](=[O:21])[NH:6][C:5]2[CH:7]=[CH:8][C:2]([Cl:1])=[C:3]([C:9]([F:10])([F:11])[F:12])[CH:4]=2)[CH:28]=[CH:27][CH:26]=[CH:25][CH:24]=1. The catalyst class is: 21. (5) The catalyst class is: 1. Product: [F:12][C:13]1[CH:18]=[CH:17][C:16]([F:19])=[CH:15][C:14]=1[C@H:20]1[C@H:25]([N+:26]([O-:28])=[O:27])[CH2:24][C:23](=[CH2:29])[CH2:22][O:21]1. Reactant: C1CCN2C(=NCCC2)CC1.[F:12][C:13]1[CH:18]=[CH:17][C:16]([F:19])=[CH:15][C:14]=1[CH:20]1[CH:25]([N+:26]([O-:28])=[O:27])[CH2:24][C:23](=[CH2:29])[CH2:22][O:21]1.CC(O)C. (6) Product: [CH3:33][N:25]1[C:26]2[C:31](=[C:30]([CH3:32])[CH:29]=[CH:28][CH:27]=2)[C:23]([CH2:22][N:11]2[C:12]3[C:17](=[CH:16][C:15]([O:20][CH3:21])=[CH:14][CH:13]=3)[C:18](=[O:19])[N:9]([C@@H:4]([CH2:5][CH2:6][CH2:7][CH3:8])[C:3]([OH:35])=[O:2])[C:10]2=[O:34])=[CH:24]1. The catalyst class is: 38. Reactant: C[O:2][C:3](=[O:35])[C@@H:4]([N:9]1[C:18](=[O:19])[C:17]2[C:12](=[CH:13][CH:14]=[C:15]([O:20][CH3:21])[CH:16]=2)[N:11]([CH2:22][C:23]2[C:31]3[C:26](=[CH:27][CH:28]=[CH:29][C:30]=3[CH3:32])[N:25]([CH3:33])[CH:24]=2)[C:10]1=[O:34])[CH2:5][CH2:6][CH2:7][CH3:8]. (7) Reactant: [CH2:1]([O:8][N:9]1[C:15](=[O:16])[N:14]2[CH2:17][C@H:10]1[CH2:11][CH2:12][C@H:13]2[C:18]([OH:20])=O)[C:2]1[CH:7]=[CH:6][CH:5]=[CH:4][CH:3]=1.[NH2:21][O:22][CH2:23][C:24]([NH2:26])=[O:25].ON1C2C=CC=CC=2N=N1.Cl.C(N=C=NCCCN(C)C)C. Product: [NH2:26][C:24](=[O:25])[CH2:23][O:22][NH:21][C:18]([C@@H:13]1[CH2:12][CH2:11][C@@H:10]2[CH2:17][N:14]1[C:15](=[O:16])[N:9]2[O:8][CH2:1][C:2]1[CH:3]=[CH:4][CH:5]=[CH:6][CH:7]=1)=[O:20]. The catalyst class is: 2. (8) Reactant: [N+:1]([C:4]1[CH:9]=[C:8]([N+:10]([O-:12])=[O:11])[CH:7]=[CH:6][C:5]=1[NH:13][CH2:14][CH2:15][CH2:16][CH2:17][CH2:18][CH2:19][CH2:20][CH2:21][NH:22][C:23]([CH:25]1[CH2:29][CH:28]([OH:30])[CH:27]([OH:31])[CH2:26]1)=[O:24])([O-:3])=[O:2].CCOC(C)=O. Product: [N+:1]([C:4]1[CH:9]=[C:8]([N+:10]([O-:12])=[O:11])[CH:7]=[CH:6][C:5]=1[NH:13][CH2:14][CH2:15][CH2:16][CH2:17][CH2:18][CH2:19][CH2:20][CH2:21][NH:22][C:23](=[O:24])[CH:25]([CH2:26][CH:27]=[O:31])[CH2:29][CH:28]=[O:30])([O-:3])=[O:2]. The catalyst class is: 72. (9) Reactant: [F:1][C:2]1[CH:25]=[CH:24][CH:23]=[C:22]([F:26])[C:3]=1[C:4]([NH:6][C:7]1[C:8]([C:12]2[NH:13][C:14]([C:18](F)(F)F)=[C:15]([CH3:17])[N:16]=2)=[N:9][NH:10][CH:11]=1)=[O:5].[OH-].[NH4+:28]. Product: [C:18]([C:14]1[NH:13][C:12]([C:8]2[C:7]([NH:6][C:4](=[O:5])[C:3]3[C:22]([F:26])=[CH:23][CH:24]=[CH:25][C:2]=3[F:1])=[CH:11][NH:10][N:9]=2)=[N:16][C:15]=1[CH3:17])#[N:28]. The catalyst class is: 5. (10) Reactant: [F:1][C:2]([F:17])([CH:8]([OH:16])[CH:9]1[CH2:13][O:12][C:11]([CH3:15])([CH3:14])[O:10]1)[C:3]([O:5][CH2:6][CH3:7])=[O:4].[C:18](Cl)(=[O:25])[C:19]1[CH:24]=[CH:23][CH:22]=[CH:21][CH:20]=1.C(Br)(=O)C1C=CC=CC=1.[C:36]([C:44]#[N:45])(=O)[C:37]1[CH:42]=[CH:41]C=CC=1.[C:46]([N:54]=[N+]=[N-])(=O)[C:47]1C=CC=[CH:49][CH:48]=1. Product: [N:54]1([C:37]2[CH:36]=[CH:44][N:45]=[CH:41][CH:42]=2)[CH2:46][CH2:47][CH2:48][CH2:49]1.[F:17][C:2]([F:1])([CH:8]([O:16][C:18](=[O:25])[C:19]1[CH:24]=[CH:23][CH:22]=[CH:21][CH:20]=1)[CH:9]1[CH2:13][O:12][C:11]([CH3:14])([CH3:15])[O:10]1)[C:3]([O:5][CH2:6][CH3:7])=[O:4]. The catalyst class is: 277.